Dataset: Blood-brain barrier permeability classification from the B3DB database. Task: Regression/Classification. Given a drug SMILES string, predict its absorption, distribution, metabolism, or excretion properties. Task type varies by dataset: regression for continuous measurements (e.g., permeability, clearance, half-life) or binary classification for categorical outcomes (e.g., BBB penetration, CYP inhibition). Dataset: b3db_classification. (1) The molecule is CO[C@H](C(=O)[C@@H](O)[C@@H](C)O)[C@@H]1Cc2cc3cc(O[C@H]4C[C@@H](O[C@H]5C[C@@H](O)[C@H](O)[C@@H](C)O5)[C@H](O)[C@@H](C)O4)c(C)c(O)c3c(O)c2C(=O)[C@H]1O[C@H]1C[C@@H](O[C@H]2C[C@@H](O[C@H]3C[C@](C)(O)[C@H](O)[C@@H](C)O3)[C@@H](O)[C@@H](C)O2)[C@H](O)[C@@H](C)O1. The result is 0 (does not penetrate BBB). (2) The drug is C[C@H]1O[C@H](O[C@@H]2[C@@H](CO)O[C@H](O[C@@H]3[C@@H](CO)OC(O)[C@H](O)[C@H]3O)[C@H](O)[C@H]2O)[C@H](O)[C@@H](O)[C@@H]1N[C@H]1C=C(CO)[C@@H](O)[C@H](O)[C@H]1O. The result is 0 (does not penetrate BBB). (3) The drug is CC(=O)OCC1=C(C(=O)O)N2C(=O)C(NC(=O)Cc3ccccc3)[C@@H]2SC1. The result is 0 (does not penetrate BBB). (4) The drug is On1ccccc1=S. The result is 0 (does not penetrate BBB).